Dataset: Catalyst prediction with 721,799 reactions and 888 catalyst types from USPTO. Task: Predict which catalyst facilitates the given reaction. Reactant: [CH3:1][O:2][C:3]1[CH:12]=[C:11]2[C:6]([C:7]([NH:13][CH2:14][C:15]3[N:19]4[N:20]=[C:21]([C:24]#[C:25][Si](CC)(CC)CC)[CH:22]=[CH:23][C:18]4=[N:17][N:16]=3)=[CH:8][CH:9]=[N:10]2)=[N:5][CH:4]=1.CCCC[N+](CCCC)(CCCC)CCCC.[F-]. The catalyst class is: 15. Product: [C:24]([C:21]1[CH:22]=[CH:23][C:18]2[N:19]([C:15]([CH2:14][NH:13][C:7]3[C:6]4[C:11](=[CH:12][C:3]([O:2][CH3:1])=[CH:4][N:5]=4)[N:10]=[CH:9][CH:8]=3)=[N:16][N:17]=2)[N:20]=1)#[CH:25].